Dataset: Full USPTO retrosynthesis dataset with 1.9M reactions from patents (1976-2016). Task: Predict the reactants needed to synthesize the given product. (1) Given the product [F:1][C:2]1[C:3]2[O:11][CH2:12][C:13](=[O:15])[NH:8][C:4]=2[CH:5]=[CH:6][CH:7]=1, predict the reactants needed to synthesize it. The reactants are: [F:1][C:2]1[CH:7]=[CH:6][CH:5]=[C:4]([N+:8]([O-])=O)[C:3]=1[O:11][CH2:12][C:13]([O:15]C)=O. (2) Given the product [F:33][C:34]([F:47])([F:46])[S:35]([O:26][C:8]1[C:7]([C:1]#[C:2][CH2:3][CH2:4][CH2:5][CH3:6])=[CH:16][C:15]2[C:10](=[CH:11][C:12]([C:19]#[C:20][CH2:21][CH2:22][CH2:23][CH3:24])=[C:13]([O:18][S:35]([C:34]([F:33])([F:46])[F:47])(=[O:36])=[O:37])[C:14]=2[CH3:17])[C:9]=1[CH3:25])(=[O:37])=[O:36], predict the reactants needed to synthesize it. The reactants are: [C:1]([C:7]1[C:8]([OH:26])=[C:9]([CH3:25])[C:10]2[C:15]([CH:16]=1)=[C:14]([CH3:17])[C:13]([OH:18])=[C:12]([C:19]#[C:20][CH2:21][CH2:22][CH2:23][CH3:24])[CH:11]=2)#[C:2][CH2:3][CH2:4][CH2:5][CH3:6].N1C=CC=CC=1.[F:33][C:34]([F:47])([F:46])[S:35](O[S:35]([C:34]([F:47])([F:46])[F:33])(=[O:37])=[O:36])(=[O:37])=[O:36].Cl. (3) Given the product [CH3:1][N:2]1[CH2:7][CH2:6][N:5]([CH2:8][C:9]2[CH:10]=[CH:11][C:12]([NH:15][C:16]([C:18]3[C:19]4[N:20]=[CH:21][CH:22]=[N:23][C:24]=4[C:25]([C:89]4[C:98]5[C:93](=[CH:94][CH:95]=[CH:96][CH:97]=5)[CH:92]=[N:91][CH:90]=4)=[CH:26][CH:27]=3)=[O:17])=[N:13][CH:14]=2)[CH2:4][CH2:3]1, predict the reactants needed to synthesize it. The reactants are: [CH3:1][N:2]1[CH2:7][CH2:6][N:5]([CH2:8][C:9]2[CH:10]=[CH:11][C:12]([NH:15][C:16]([C:18]3[C:19]4[N:20]=[CH:21][CH:22]=[N:23][C:24]=4[C:25](C4C(Cl)=C(OC)C=C(OC)C=4Cl)=[CH:26][CH:27]=3)=[O:17])=[N:13][CH:14]=2)[CH2:4][CH2:3]1.CN(C(ON1N=NC2C=CC=CC1=2)=[N+](C)C)C.[B-](F)(F)(F)F.C(N1CCN(C2C=C(NC(C3C4N=CC=NC=4C([C:89]4[C:98]5[C:93](=[CH:94][CH:95]=[CH:96][CH:97]=5)[CH:92]=[N:91][CH:90]=4)=CC=3)=O)C=CC=2)CC1)C. (4) Given the product [NH:1]1[C:9]2[C:4](=[CH:5][CH:6]=[CH:7][CH:8]=2)[C:3]([CH2:10][C:11]([N:17]([CH:14]([CH3:16])[CH3:15])[C:18](=[O:27])[NH:19][CH:20]([CH3:22])[CH3:21])=[O:13])=[CH:2]1, predict the reactants needed to synthesize it. The reactants are: [NH:1]1[C:9]2[C:4](=[CH:5][CH:6]=[CH:7][CH:8]=2)[C:3]([CH2:10][C:11]([OH:13])=O)=[CH:2]1.[CH:14]([N:17]=[C:18]=[N:19][CH:20]([CH3:22])[CH3:21])([CH3:16])[CH3:15].CN(C=[O:27])C. (5) Given the product [Cl:13][C:10]1[C:9]2[C:4](=[CH:5][C:6]([F:15])=[CH:7][C:8]=2[F:14])[N:3]=[C:2]([CH:20]2[CH2:22][CH2:21]2)[C:11]=1[CH3:12], predict the reactants needed to synthesize it. The reactants are: Cl[C:2]1[C:11]([CH3:12])=[C:10]([Cl:13])[C:9]2[C:4](=[CH:5][C:6]([F:15])=[CH:7][C:8]=2[F:14])[N:3]=1.C(Cl)Cl.[Br-].[CH:20]1([Zn+])[CH2:22][CH2:21]1. (6) Given the product [Cl:66][C:63]1[CH:64]=[CH:65][C:60]([N:1]2[CH2:6][CH2:5][NH:4][CH2:3][CH2:2]2)=[C:61]([C:67]([C:69]2[CH:70]=[CH:71][CH:72]=[CH:73][CH:74]=2)=[O:68])[CH:62]=1, predict the reactants needed to synthesize it. The reactants are: [NH:1]1[CH2:6][CH2:5][NH:4][CH2:3][CH2:2]1.CC(C)([O-])C.[Na+].C1C=CC(P(C2C(C3C(P(C4C=CC=CC=4)C4C=CC=CC=4)=CC=C4C=3C=CC=C4)=C3C(C=CC=C3)=CC=2)C2C=CC=CC=2)=CC=1.Br[C:60]1[CH:65]=[CH:64][C:63]([Cl:66])=[CH:62][C:61]=1[C:67]([C:69]1[CH:74]=[CH:73][CH:72]=[CH:71][CH:70]=1)=[O:68]. (7) Given the product [Cl:1][C:2]1[CH:28]=[C:27]([Cl:29])[CH:26]=[CH:25][C:3]=1[CH2:4][N:5]1[C:9]2[CH:10]=[C:11]([C:31]3[CH:32]=[C:33]([CH:38]=[CH:39][N:40]=3)[C:34]([O:36][CH3:37])=[O:35])[CH:12]=[C:13]([CH3:14])[C:8]=2[N:7]=[C:6]1[CH3:24], predict the reactants needed to synthesize it. The reactants are: [Cl:1][C:2]1[CH:28]=[C:27]([Cl:29])[CH:26]=[CH:25][C:3]=1[CH2:4][N:5]1[C:9]2[CH:10]=[C:11](B3OC(C)(C)C(C)(C)O3)[CH:12]=[C:13]([CH3:14])[C:8]=2[N:7]=[C:6]1[CH3:24].Cl[C:31]1[CH:32]=[C:33]([CH:38]=[CH:39][N:40]=1)[C:34]([O:36][CH3:37])=[O:35]. (8) The reactants are: [F:1][C:2]([F:25])([C:18]1[CH:23]=[CH:22][C:21]([F:24])=[CH:20][N:19]=1)[CH2:3][N:4]1[CH2:9][CH2:8][CH:7]([NH:10]C(=O)OC(C)(C)C)[CH2:6][CH2:5]1.C(O)(C(F)(F)F)=O. Given the product [F:25][C:2]([F:1])([C:18]1[CH:23]=[CH:22][C:21]([F:24])=[CH:20][N:19]=1)[CH2:3][N:4]1[CH2:5][CH2:6][CH:7]([NH2:10])[CH2:8][CH2:9]1, predict the reactants needed to synthesize it. (9) Given the product [N:6]([C@@H:9]([C@H:24]([C:26]1[CH:31]=[C:30]([Br:32])[C:29]([O:33][CH2:34][C:35]2[CH:36]=[CH:37][CH:38]=[CH:39][CH:40]=2)=[CH:28][C:27]=1[F:41])[CH3:25])[C:10]([OH:1])=[O:11])=[N+:7]=[N-:8], predict the reactants needed to synthesize it. The reactants are: [OH:1]O.O.[OH-].[Li+].[N:6]([C@@H:9]([C@H:24]([C:26]1[CH:31]=[C:30]([Br:32])[C:29]([O:33][CH2:34][C:35]2[CH:40]=[CH:39][CH:38]=[CH:37][CH:36]=2)=[CH:28][C:27]=1[F:41])[CH3:25])[C:10](N1[C@H](C2C=CC=CC=2)COC1=O)=[O:11])=[N+:7]=[N-:8]. (10) Given the product [CH:29]1([C:34]([N:20]2[CH2:19][CH2:18][CH:17]([CH2:16][CH2:15][O:14][C:10]3[CH:11]=[CH:12][C:13]4[C:4]5[N:3]([CH2:25][CH:26]([CH3:28])[CH3:27])[C:2]([CH3:1])=[N:24][C:5]=5[C:6]([NH2:23])=[N:7][C:8]=4[CH:9]=3)[CH2:22][CH2:21]2)=[O:35])[CH2:33][CH2:32][CH2:31][CH2:30]1, predict the reactants needed to synthesize it. The reactants are: [CH3:1][C:2]1[N:3]([CH2:25][CH:26]([CH3:28])[CH3:27])[C:4]2[C:13]3[CH:12]=[CH:11][C:10]([O:14][CH2:15][CH2:16][CH:17]4[CH2:22][CH2:21][NH:20][CH2:19][CH2:18]4)=[CH:9][C:8]=3[N:7]=[C:6]([NH2:23])[C:5]=2[N:24]=1.[CH:29]1([C:34](Cl)=[O:35])[CH2:33][CH2:32][CH2:31][CH2:30]1.